This data is from Full USPTO retrosynthesis dataset with 1.9M reactions from patents (1976-2016). The task is: Predict the reactants needed to synthesize the given product. (1) The reactants are: Br[C:2]1[CH:7]=[C:6]([C:8]([F:11])([F:10])[F:9])[CH:5]=[CH:4][C:3]=1[S:12]([N:15]1[CH2:20][CH2:19][N:18]2[C:21](=[O:28])[C:22]3[CH:27]=[N:26][CH:25]=[CH:24][C:23]=3[CH:17]2[CH2:16]1)(=[O:14])=[O:13].[CH3:29]B1OB(C)OB(C)O1.C(=O)([O-])[O-].[K+].[K+]. Given the product [CH3:29][C:2]1[CH:7]=[C:6]([C:8]([F:11])([F:10])[F:9])[CH:5]=[CH:4][C:3]=1[S:12]([N:15]1[CH2:20][CH2:19][N:18]2[C:21](=[O:28])[C:22]3[CH:27]=[N:26][CH:25]=[CH:24][C:23]=3[CH:17]2[CH2:16]1)(=[O:14])=[O:13], predict the reactants needed to synthesize it. (2) Given the product [Cl:8][C:6]1[N:5]=[C:4]([CH2:9][C:10]([F:13])([F:12])[F:11])[N:3]=[C:2]([N:19]2[CH2:20][C@@H:15]3[CH2:21][C@H:18]2[CH2:17][O:16]3)[CH:7]=1, predict the reactants needed to synthesize it. The reactants are: Cl[C:2]1[CH:7]=[C:6]([Cl:8])[N:5]=[C:4]([CH2:9][C:10]([F:13])([F:12])[F:11])[N:3]=1.Cl.[C@H:15]12[CH2:21][C@H:18]([NH:19][CH2:20]1)[CH2:17][O:16]2.C(N(CC)C(C)C)(C)C. (3) Given the product [CH3:8][C:6]1[CH:7]=[C:2]([S:19][C:14]2[CH:15]=[N:16][CH:17]=[CH:18][N:13]=2)[CH:3]=[C:4]([CH3:12])[C:5]=1[C:9](=[O:11])[CH3:10], predict the reactants needed to synthesize it. The reactants are: O[C:2]1[CH:7]=[C:6]([CH3:8])[C:5]([C:9](=[O:11])[CH3:10])=[C:4]([CH3:12])[CH:3]=1.[N:13]1[CH:18]=[CH:17][N:16]=[CH:15][C:14]=1[SH:19].[OH-].[K+]. (4) Given the product [OH:1][CH:2]([CH2:12][CH2:13][S:14]([CH3:15])=[O:21])[C:3]([O:5][CH2:6][CH2:7][CH2:8][CH2:9][CH2:10][CH3:11])=[O:4], predict the reactants needed to synthesize it. The reactants are: [OH:1][CH:2]([CH2:12][CH2:13][S:14][CH3:15])[C:3]([O:5][CH2:6][CH2:7][CH2:8][CH2:9][CH2:10][CH3:11])=[O:4].ClC1C=C(C=CC=1)C(OO)=[O:21].